Dataset: Full USPTO retrosynthesis dataset with 1.9M reactions from patents (1976-2016). Task: Predict the reactants needed to synthesize the given product. (1) Given the product [OH:15][CH2:14][C:9]1[C:10](=[O:13])[NH:11][C:12]2[C:7]([CH:8]=1)=[CH:6][CH:5]=[CH:4][C:3]=2[O:2][CH3:1], predict the reactants needed to synthesize it. The reactants are: [CH3:1][O:2][C:3]1[CH:4]=[CH:5][CH:6]=[C:7]2[C:12]=1[NH:11][C:10](=[O:13])[C:9]([C:14](OCC)=[O:15])=[CH:8]2.C1(C)C=CC=CC=1.CC(C[AlH]CC(C)C)C. (2) Given the product [C:7]([O:9][CH2:10][C:11](=[O:13])[N:25]([CH2:24][C:23]([O:22][CH2:20][CH3:21])=[O:33])[CH2:26][C:27]1[CH:32]=[CH:31][CH:30]=[CH:29][CH:28]=1)(=[O:8])/[CH:6]=[CH:5]/[C:3]([O:2][CH3:1])=[O:4], predict the reactants needed to synthesize it. The reactants are: [CH3:1][O:2][C:3](/[CH:5]=[CH:6]/[C:7]([O:9][CH2:10][C:11]([OH:13])=O)=[O:8])=[O:4].C(Cl)(=O)C(Cl)=O.[CH2:20]([O:22][C:23](=[O:33])[CH2:24][NH:25][CH2:26][C:27]1[CH:32]=[CH:31][CH:30]=[CH:29][CH:28]=1)[CH3:21].C(N(C(C)C)CC)(C)C. (3) Given the product [C:13]1([N:16]2[C:20](=[O:21])[C:19](=[O:22])[CH:18]([C:23]([F:26])([F:25])[F:24])[NH:17]2)[CH:15]=[CH:9][CH:4]=[CH:5][CH:14]=1, predict the reactants needed to synthesize it. The reactants are: CN1C(=O)[C:5](=O)[CH:4]([C:9](F)(F)F)N1.[CH:13]([N:16]1[C:20](=[O:21])[C:19](=[O:22])[CH:18]([C:23]([F:26])([F:25])[F:24])[NH:17]1)([CH3:15])[CH3:14].C(N1C(=O)C(=O)C(C(F)(F)F)N1)C.FC(F)(F)C1C(=O)C(=O)NN1. (4) Given the product [CH3:55][O:54][C:51]1[CH:50]=[CH:49][C:48]([CH2:47][N:45]2[N:46]=[C:40]([C:23]3[CH:22]=[CH:21][C:19]4[N:20]=[C:16]([C:13]5[CH:14]=[CH:15][C:10]([O:9][CH2:8][CH2:7][N:1]6[CH2:6][CH2:5][O:4][CH2:3][CH2:2]6)=[CH:11][CH:12]=5)[O:17][C:18]=4[CH:24]=3)[CH:41]3[CH:43]([CH2:42]3)[C:44]2=[O:56])=[CH:53][CH:52]=1, predict the reactants needed to synthesize it. The reactants are: [N:1]1([CH2:7][CH2:8][O:9][C:10]2[CH:15]=[CH:14][C:13]([C:16]3[O:17][C:18]4[CH:24]=[C:23](B5OC(C)(C)C(C)(C)O5)[CH:22]=[CH:21][C:19]=4[N:20]=3)=[CH:12][CH:11]=2)[CH2:6][CH2:5][O:4][CH2:3][CH2:2]1.FC(F)(F)S(O[C:40]1[CH:41]2[CH:43]([C:44](=[O:56])[N:45]([CH2:47][C:48]3[CH:53]=[CH:52][C:51]([O:54][CH3:55])=[CH:50][CH:49]=3)[N:46]=1)[CH2:42]2)(=O)=O. (5) Given the product [F:1][C:2]([F:7])([F:6])[C:3]([OH:5])=[O:4].[NH:50]([C:51]([NH:15][CH2:16][CH2:17][C:18]([NH:20][C:21]1[CH:22]=[CH:23][C:24]2[NH:25][C:26]3[N:42]=[C:30]([NH:31][C:32]4[CH:33]=[CH:34][CH:35]=[C:36]([CH:41]=4)[CH2:37][CH2:38][C:39]=1[CH:40]=2)[N:29]=[CH:28][C:27]=3[Cl:43])=[O:19])=[O:52])[C:44]1[CH:49]=[CH:48][CH:47]=[CH:46][CH:45]=1, predict the reactants needed to synthesize it. The reactants are: [F:1][C:2]([F:7])([F:6])[C:3]([OH:5])=[O:4].FC(F)(F)C(O)=O.[NH2:15][CH2:16][CH2:17][C:18]([NH:20][C:21]1[CH:22]=[CH:23][C:24]2[NH:25][C:26]3[N:42]=[C:30]([NH:31][C:32]4[CH:33]=[CH:34][CH:35]=[C:36]([CH:41]=4)[CH2:37][CH2:38][C:39]=1[CH:40]=2)[N:29]=[CH:28][C:27]=3[Cl:43])=[O:19].[C:44]1([N:50]=[C:51]=[O:52])[CH:49]=[CH:48][CH:47]=[CH:46][CH:45]=1.